Dataset: Forward reaction prediction with 1.9M reactions from USPTO patents (1976-2016). Task: Predict the product of the given reaction. (1) Given the reactants [CH2:1]([O:8][C:9](=[O:26])[NH:10][C@@H:11]([CH3:25])[CH2:12][N:13]1[C:21]2[C:16](=[CH:17][CH:18]=[C:19]([OH:24])[C:20]=2[CH:22]=O)[CH:15]=[N:14]1)[C:2]1[CH:7]=[CH:6][CH:5]=[CH:4][CH:3]=1.C(=O)([O-])[O-].[K+].[K+].Br[CH2:34][C:35]([O:37][CH2:38][C:39]1[CH:44]=[CH:43][CH:42]=[CH:41][CH:40]=1)=[O:36].[Cl-].[NH4+], predict the reaction product. The product is: [CH2:38]([O:37][C:35]([C:34]1[O:24][C:19]2=[CH:18][CH:17]=[C:16]3[C:21]([N:13]([CH2:12][C@@H:11]([NH:10][C:9]([O:8][CH2:1][C:2]4[CH:3]=[CH:4][CH:5]=[CH:6][CH:7]=4)=[O:26])[CH3:25])[N:14]=[CH:15]3)=[C:20]2[CH:22]=1)=[O:36])[C:39]1[CH:44]=[CH:43][CH:42]=[CH:41][CH:40]=1. (2) Given the reactants CS(O[CH2:6][CH2:7][CH2:8][O:9][C:10]1[CH:15]=[CH:14][C:13]([C:16]2C=[C:18]([C:26]#[N:27])[C:19]3[N:23]=[N:22][N:21]([CH3:24])[C:20]=3[CH:25]=2)=[CH:12][C:11]=1[C:28]([F:31])([F:30])[F:29])(=O)=O.Cl.[CH3:33][C:34]1([OH:40])[CH2:39][CH2:38][NH:37][CH2:36][CH2:35]1.C[N:42]1C(=O)CCC1, predict the reaction product. The product is: [OH:40][C:34]1([CH3:33])[CH2:39][CH2:38][N:37]([CH2:6][CH2:7][CH2:8][O:9][C:10]2[CH:15]=[CH:14][C:13]([C:16]3[CH:25]=[C:20]4[N:21]([CH3:24])[N:22]=[N:23][C:19]4=[C:18]([C:26]#[N:27])[N:42]=3)=[CH:12][C:11]=2[C:28]([F:29])([F:30])[F:31])[CH2:36][CH2:35]1. (3) The product is: [Cl:15][C:12]1[CH:13]=[CH:14][C:9]2[CH2:8][CH:7]([CH2:6][OH:5])[N:17]3[C:18]4[CH:19]=[CH:20][CH:21]=[C:22]([F:25])[C:23]=4[CH:24]=[C:16]3[C:10]=2[N:11]=1. Given the reactants CS([O:5][CH2:6][CH:7](O)[CH2:8][C:9]1[C:10]([C:16]2[NH:17][C:18]3[C:23]([CH:24]=2)=[C:22]([F:25])[CH:21]=[CH:20][CH:19]=3)=[N:11][C:12]([Cl:15])=[CH:13][CH:14]=1)(=O)=O.[H-].[Na+].O, predict the reaction product. (4) Given the reactants [CH3:1][O:2][C:3]1[CH:12]=[C:11]2[C:6]([C:7]([S:13][C:14]3[CH:19]=[CH:18][CH:17]=[CH:16][CH:15]=3)=[CH:8][CH:9]=[N:10]2)=[CH:5][CH:4]=1.C1C=C(Cl)C=C(C(OO)=[O:28])C=1.C([O-])(O)=O.[Na+], predict the reaction product. The product is: [CH3:1][O:2][C:3]1[CH:12]=[C:11]2[C:6]([C:7]([S:13]([C:14]3[CH:15]=[CH:16][CH:17]=[CH:18][CH:19]=3)=[O:28])=[CH:8][CH:9]=[N:10]2)=[CH:5][CH:4]=1.